This data is from Full USPTO retrosynthesis dataset with 1.9M reactions from patents (1976-2016). The task is: Predict the reactants needed to synthesize the given product. (1) Given the product [ClH:1].[C:2]([CH2:5][CH2:6][CH2:7][CH2:8][N:9]([CH2:37][C:38]1[CH:46]=[CH:45][C:41]([C:42]([OH:44])=[O:43])=[CH:40][CH:39]=1)[CH2:10][CH2:11][C:12]1[CH:17]=[CH:16][CH:15]=[CH:14][C:13]=1[O:18][CH2:19][C:20]1[CH:25]=[CH:24][C:23]([C:26]2[CH:31]=[CH:30][C:29]([C:32]([F:34])([F:35])[F:33])=[CH:28][CH:27]=2)=[CH:22][C:21]=1[F:36])([OH:4])=[O:3], predict the reactants needed to synthesize it. The reactants are: [ClH:1].[C:2]([CH2:5][CH2:6][CH2:7][CH2:8][N:9]([CH2:37][C:38]1[CH:46]=[CH:45][C:41]([C:42]([OH:44])=[O:43])=[CH:40][CH:39]=1)[CH2:10][CH2:11][C:12]1[CH:17]=[CH:16][CH:15]=[CH:14][C:13]=1[O:18][CH2:19][C:20]1[CH:25]=[CH:24][C:23]([C:26]2[CH:31]=[CH:30][C:29]([C:32]([F:35])([F:34])[F:33])=[CH:28][CH:27]=2)=[CH:22][C:21]=1[F:36])([OH:4])=[O:3]. (2) Given the product [C:12]([C:8]1[C:7]([CH3:16])=[C:6]([C:4]([OH:5])=[O:3])[N:10]([CH3:11])[N:9]=1)([CH3:15])([CH3:13])[CH3:14], predict the reactants needed to synthesize it. The reactants are: C([O:3][C:4]([C:6]1[N:10]([CH3:11])[N:9]=[C:8]([C:12]([CH3:15])([CH3:14])[CH3:13])[C:7]=1[CH3:16])=[O:5])C.[OH-].[Na+]. (3) Given the product [Br:1][C:2]1[CH:3]=[C:4]([CH:5]=[C:6]([C:7]([O:9][CH3:10])=[O:8])[CH:11]=1)[C:12]([OH:14])=[O:13], predict the reactants needed to synthesize it. The reactants are: [Br:1][C:2]1[CH:3]=[C:4]([C:12]([O:14]C)=[O:13])[CH:5]=[C:6]([CH:11]=1)[C:7]([O:9][CH3:10])=[O:8].[OH-].[Na+]. (4) The reactants are: [CH3:1][N:2]([S:12]([C:15]1[CH:20]=[CH:19][C:18]([O:21][CH2:22][C:23]2[C:32]3[C:27](=[CH:28][CH:29]=[CH:30][CH:31]=3)[N:26]=[C:25]([CH3:33])[CH:24]=2)=[CH:17][CH:16]=1)(=[O:14])=[O:13])[C@@H:3]1[C@H:8]([C:9](O)=[O:10])[CH2:7][CH:6]=[CH:5][CH2:4]1.[NH2:34][OH:35]. Given the product [OH:35][NH:34][C:9]([C@H:8]1[C@@H:3]([N:2]([CH3:1])[S:12]([C:15]2[CH:16]=[CH:17][C:18]([O:21][CH2:22][C:23]3[C:32]4[C:27](=[CH:28][CH:29]=[CH:30][CH:31]=4)[N:26]=[C:25]([CH3:33])[CH:24]=3)=[CH:19][CH:20]=2)(=[O:14])=[O:13])[CH2:4][CH:5]=[CH:6][CH2:7]1)=[O:10], predict the reactants needed to synthesize it. (5) The reactants are: FC(F)(F)C(O)=O.[Cl:8][C:9]1[CH:48]=[CH:47][C:12]([CH2:13][N:14]2[C:22]3[C:17](=[C:18]([C:23]([NH:25][CH2:26][CH2:27][NH:28]C(=O)OC(C)(C)C)=[O:24])[CH:19]=[CH:20][CH:21]=3)[C:16]([C:36](=[O:46])[C:37](=[O:45])[NH:38][C:39]3[CH2:40][O:41][C:42](=[O:44])[CH:43]=3)=[CH:15]2)=[CH:11][CH:10]=1. Given the product [NH2:28][CH2:27][CH2:26][NH:25][C:23]([C:18]1[C:17]2[C:16]([C:36](=[O:46])[C:37](=[O:45])[NH:38][C:39]3[CH2:40][O:41][C:42](=[O:44])[CH:43]=3)=[CH:15][N:14]([CH2:13][C:12]3[CH:11]=[CH:10][C:9]([Cl:8])=[CH:48][CH:47]=3)[C:22]=2[CH:21]=[CH:20][CH:19]=1)=[O:24], predict the reactants needed to synthesize it. (6) Given the product [CH3:32][C:33]1[CH:38]=[CH:37][C:36]([O:39][CH2:2][CH2:3][CH2:4][S:5]([N:8]2[CH2:13][CH2:12][CH:11]([C:14]3[C:22]4[C:17](=[C:18]([C:29]([NH2:31])=[O:30])[CH:19]=[C:20]([C:23]5[CH:28]=[CH:27][CH:26]=[CH:25][CH:24]=5)[CH:21]=4)[NH:16][CH:15]=3)[CH2:10][CH2:9]2)(=[O:7])=[O:6])=[CH:35][CH:34]=1, predict the reactants needed to synthesize it. The reactants are: Cl[CH2:2][CH2:3][CH2:4][S:5]([N:8]1[CH2:13][CH2:12][CH:11]([C:14]2[C:22]3[C:17](=[C:18]([C:29]([NH2:31])=[O:30])[CH:19]=[C:20]([C:23]4[CH:28]=[CH:27][CH:26]=[CH:25][CH:24]=4)[CH:21]=3)[NH:16][CH:15]=2)[CH2:10][CH2:9]1)(=[O:7])=[O:6].[CH3:32][C:33]1[CH:38]=[CH:37][C:36]([OH:39])=[CH:35][CH:34]=1.C([O-])([O-])=O.[K+].[K+].[I-].[Na+]. (7) Given the product [CH2:6]([NH:10][C:1](=[O:4])[CH:2]=[CH2:3])[CH:7]([NH:9][C:1](=[O:4])[CH:2]=[CH2:3])[CH3:8], predict the reactants needed to synthesize it. The reactants are: [C:1](Cl)(=[O:4])[CH:2]=[CH2:3].[CH2:6]([NH2:10])[CH:7]([NH2:9])[CH3:8]. (8) Given the product [Br:17][C:8]1[CH:7]=[CH:6][N+:5]([O-:13])=[C:4]([CH:1]([CH3:3])[CH3:2])[CH:9]=1, predict the reactants needed to synthesize it. The reactants are: [CH:1]([C:4]1[CH:9]=[C:8]([N+]([O-])=O)[CH:7]=[CH:6][N+:5]=1[O-:13])([CH3:3])[CH3:2].C([Br:17])(=O)C. (9) Given the product [NH2:25][CH2:24][CH2:23][CH:22]([N:18]1[CH2:17][CH2:16][CH:15]([N:8]([C:5]2[CH:6]=[N:7][C:2]([Cl:1])=[CH:3][CH:4]=2)[CH2:9][C:10]2[CH:14]=[CH:13][S:12][CH:11]=2)[CH2:20][CH2:19]1)[CH3:36], predict the reactants needed to synthesize it. The reactants are: [Cl:1][C:2]1[N:7]=[CH:6][C:5]([N:8]([CH:15]2[CH2:20][CH2:19][NH:18][CH2:17][CH2:16]2)[CH2:9][C:10]2[CH:14]=[CH:13][S:12][CH:11]=2)=[CH:4][CH:3]=1.O=[C:22]([CH3:36])[CH2:23][CH2:24][N:25]1C(=O)C2C(=CC=CC=2)C1=O. (10) Given the product [C:3]([C:5]1[CH:6]=[C:7]([C:15]2[O:19][N:18]=[C:17]([C:20]3[CH:21]=[C:22]4[C:26](=[CH:27][CH:28]=3)[NH:25][C:24]([CH2:29][CH2:30][C:31]([OH:33])=[O:32])=[CH:23]4)[N:16]=2)[CH:8]=[CH:9][C:10]=1[O:11][CH:12]([CH3:14])[CH3:13])#[N:4], predict the reactants needed to synthesize it. The reactants are: [OH-].[Na+].[C:3]([C:5]1[CH:6]=[C:7]([C:15]2[O:19][N:18]=[C:17]([C:20]3[CH:21]=[C:22]4[C:26](=[CH:27][CH:28]=3)[NH:25][C:24]([CH2:29][CH2:30][C:31]([O:33]CC)=[O:32])=[CH:23]4)[N:16]=2)[CH:8]=[CH:9][C:10]=1[O:11][CH:12]([CH3:14])[CH3:13])#[N:4].Cl.